This data is from Forward reaction prediction with 1.9M reactions from USPTO patents (1976-2016). The task is: Predict the product of the given reaction. (1) The product is: [CH2:19]([N:21]([S:22]([C:25]1[CH:30]=[CH:29][C:28]([F:31])=[CH:27][CH:26]=1)(=[O:24])=[O:23])[CH2:32][C:33]([NH:37][CH2:36][CH:11]1[CH2:12][CH2:13][CH2:14][N:9]([C:6]2[CH:5]=[CH:4][C:3]([C:2]([F:1])([F:17])[F:18])=[CH:8][CH:7]=2)[CH2:10]1)=[O:35])[CH3:20]. Given the reactants [F:1][C:2]([F:18])([F:17])[C:3]1[CH:8]=[CH:7][C:6]([N:9]2[CH2:14][CH2:13][CH2:12][CH:11](NC)[CH2:10]2)=[CH:5][CH:4]=1.[CH2:19]([N:21]([CH2:32][C:33]([OH:35])=O)[S:22]([C:25]1[CH:30]=[CH:29][C:28]([F:31])=[CH:27][CH:26]=1)(=[O:24])=[O:23])[CH3:20].[CH3:36][N:37](C(ON1N=NC2C=CC=NC1=2)=[N+](C)C)C.F[P-](F)(F)(F)(F)F.C(N(CC)C(C)C)(C)C.OS([O-])(=O)=O.[K+], predict the reaction product. (2) Given the reactants [Br:1][C:2]1[CH:3]=[C:4]2[C:15](=[CH:16][CH:17]=1)[O:14][C:7]1([CH2:11][CH2:10][CH:9]([CH2:12][CH3:13])[CH2:8]1)[CH2:6][C:5]2=O.C[Si]([N:23]=[C:24]=[N:25][Si](C)(C)C)(C)C, predict the reaction product. The product is: [Br:1][C:2]1[CH:3]=[C:4]2[C:15](=[CH:16][CH:17]=1)[O:14][C:7]1([CH2:11][CH2:10][CH:9]([CH2:12][CH3:13])[CH2:8]1)[CH2:6]/[C:5]/2=[N:25]\[C:24]#[N:23]. (3) Given the reactants [CH3:1][O:2][C:3](=[O:28])[C@H:4]([NH:8][S:9]([C:12]1[CH:27]=[CH:26][C:15]2[S:16][C:17]3[CH:22]=[C:21]([N+:23]([O-])=O)[CH:20]=[CH:19][C:18]=3[C:14]=2[CH:13]=1)(=[O:11])=[O:10])[CH:5]([CH3:7])[CH3:6].CCOC(C)=O.Cl[Sn]Cl.O, predict the reaction product. The product is: [NH2:23][C:21]1[CH:20]=[CH:19][C:18]2[C:14]3[CH:13]=[C:12]([S:9]([NH:8][C@H:4]([CH:5]([CH3:6])[CH3:7])[C:3]([O:2][CH3:1])=[O:28])(=[O:10])=[O:11])[CH:27]=[CH:26][C:15]=3[S:16][C:17]=2[CH:22]=1.